Dataset: Reaction yield outcomes from USPTO patents with 853,638 reactions. Task: Predict the reaction yield, written as a fraction of the theoretical maximum amount of product (1.0 means a 100% yield; for example, 0.34 means a 34% yield). (1) The reactants are [CH3:1][O:2][CH2:3][CH2:4][CH2:5]O.C1(P(C2C=CC=CC=2)C2C=CC=CC=2)C=CC=CC=1.N(C(OC(C)C)=O)=NC(OC(C)C)=O.[Br:40][C:41]1[CH:42]=[C:43]([N:48]2[C:52](=[O:53])[O:51][N:50]=[C:49]2[C:54]2[C:55]([NH:59]C(=O)C(F)(F)F)=[N:56][O:57][N:58]=2)[CH:44]=[CH:45][C:46]=1[F:47]. The catalyst is O1CCCC1. The product is [Br:40][C:41]1[CH:42]=[C:43]([N:48]2[C:52](=[O:53])[O:51][N:50]=[C:49]2[C:54]2[C:55]([NH:59][CH2:5][CH2:4][CH2:3][O:2][CH3:1])=[N:56][O:57][N:58]=2)[CH:44]=[CH:45][C:46]=1[F:47]. The yield is 0.540. (2) The reactants are [S:1]1[CH:5]=[CH:4][CH:3]=[C:2]1[CH2:6][C:7]([OH:9])=[O:8].S(Cl)(Cl)=O.[CH3:14]O. No catalyst specified. The product is [S:1]1[CH:5]=[CH:4][CH:3]=[C:2]1[CH2:6][C:7]([O:9][CH3:14])=[O:8]. The yield is 1.00. (3) The reactants are [CH2:1]1[C:9]2[C:4](=[CH:5][CH:6]=[CH:7][CH:8]=2)[CH2:3][C:2]1=O.[CH2:11]([NH2:14])[C:12]#[CH:13]. No catalyst specified. The product is [N:14]1[CH:11]=[CH:12][CH:13]=[C:1]2[C:9]3[CH:8]=[CH:7][CH:6]=[CH:5][C:4]=3[CH2:3][C:2]=12. The yield is 0.560. (4) The reactants are CCO.C([Cl:7])(=O)C.[CH3:8][O:9][C:10]1[CH:15]=[C:14]([O:16][CH3:17])[CH:13]=[CH:12][C:11]=1[C:18]1[N:23]([CH2:24][CH2:25][NH:26]C(=O)OC(C)(C)C)[C:22](=[S:34])[NH:21][C:20](=[O:35])[CH:19]=1. The catalyst is CCOC(C)=O. The product is [ClH:7].[NH2:26][CH2:25][CH2:24][N:23]1[C:18]([C:11]2[CH:12]=[CH:13][C:14]([O:16][CH3:17])=[CH:15][C:10]=2[O:9][CH3:8])=[CH:19][C:20](=[O:35])[NH:21][C:22]1=[S:34]. The yield is 0.993. (5) The reactants are [CH3:1][C:2]1([CH3:32])[O:6][C@H:5]2[C@H:7]([N:12]3[CH:20]=[N:19][C:18]4[C:13]3=[N:14][CH:15]=[N:16][C:17]=4[C:21]3[CH:26]=[CH:25][CH:24]=[C:23]([N:27]4[CH:31]=[CH:30][CH:29]=[N:28]4)[CH:22]=3)[O:8][C@H:9]([CH2:10][OH:11])[C@H:4]2[O:3]1.Cl[S:34]([NH2:37])(=[O:36])=[O:35]. The yield is 0.880. The product is [S:34](=[O:36])(=[O:35])([O:11][CH2:10][C@@H:9]1[C@@H:4]2[C@@H:5]([O:6][C:2]([CH3:32])([CH3:1])[O:3]2)[C@H:7]([N:12]2[CH:20]=[N:19][C:18]3[C:13]2=[N:14][CH:15]=[N:16][C:17]=3[C:21]2[CH:26]=[CH:25][CH:24]=[C:23]([N:27]3[CH:31]=[CH:30][CH:29]=[N:28]3)[CH:22]=2)[O:8]1)[NH2:37]. No catalyst specified. (6) The reactants are [N:1]1([C:6]([C:8]2[CH:13]=[CH:12][C:11]([C:14]3[O:15][C:16]([C:19]4[C:20]([C:25]5[CH:30]=[CH:29][CH:28]=[CH:27][CH:26]=5)=[N:21][O:22][C:23]=4[CH3:24])=[N:17][N:18]=3)=[CH:10][CH:9]=2)=[O:7])[CH:5]=[CH:4]N=C1.NC1C[CH2:36][O:35][CH2:34][CH2:33]1. The product is [CH3:24][C:23]1[O:22][N:21]=[C:20]([C:25]2[CH:30]=[CH:29][CH:28]=[CH:27][CH:26]=2)[C:19]=1[C:16]1[O:15][C:14]([C:11]2[CH:10]=[CH:9][C:8]([C:6]([NH:1][CH:5]3[CH2:33][CH2:34][O:35][CH2:36][CH2:4]3)=[O:7])=[CH:13][CH:12]=2)=[N:18][N:17]=1. The yield is 0.460. No catalyst specified. (7) The reactants are [Br:1][C:2]1[CH:3]=[CH:4][C:5]2[O:14][CH2:13][CH2:12][C:11]3[S:10][C:9]([C:15]([OH:17])=[O:16])=[N:8][C:7]=3[C:6]=2[CH:18]=1.OS(O)(=O)=O.[CH3:24]O. No catalyst specified. The product is [CH3:24][O:16][C:15]([C:9]1[S:10][C:11]2[CH2:12][CH2:13][O:14][C:5]3[CH:4]=[CH:3][C:2]([Br:1])=[CH:18][C:6]=3[C:7]=2[N:8]=1)=[O:17]. The yield is 0.570.